From a dataset of Full USPTO retrosynthesis dataset with 1.9M reactions from patents (1976-2016). Predict the reactants needed to synthesize the given product. (1) Given the product [NH:14]1[C:15]2[C:16](=[N:17][CH:18]=[CH:19][CH:20]=2)[N:21]=[C:13]1[CH2:12][CH:9]1[CH2:10][CH2:11][CH:6]([C:4]([OH:5])=[O:3])[CH2:7][CH2:8]1, predict the reactants needed to synthesize it. The reactants are: C([O:3][C:4]([CH:6]1[CH2:11][CH2:10][CH:9]([CH2:12][C:13]2[NH:14][C:15]3[C:16]([N:21]=2)=[N:17][CH:18]=[CH:19][CH:20]=3)[CH2:8][CH2:7]1)=[O:5])C.[Li+].[OH-]. (2) The reactants are: [Si:1]([O:8][CH2:9][C:10]#[C:11][C:12]([C:14]1[CH:19]=[CH:18][CH:17]=[CH:16][CH:15]=1)=O)([C:4]([CH3:7])([CH3:6])[CH3:5])([CH3:3])[CH3:2].[C:20]([O:24][CH3:25])(=[O:23])[CH2:21][SH:22].S([O-])([O-])(=O)=O.[Mg+2].C(=O)([O-])[O-].[Cs+].[Cs+]. Given the product [Si:1]([O:8][CH2:9][C:10]1[S:22][C:21]([C:20]([O:24][CH3:25])=[O:23])=[C:12]([C:14]2[CH:19]=[CH:18][CH:17]=[CH:16][CH:15]=2)[CH:11]=1)([C:4]([CH3:7])([CH3:6])[CH3:5])([CH3:3])[CH3:2], predict the reactants needed to synthesize it. (3) Given the product [F:29][C:27]1[CH:26]=[C:25]([CH2:30][CH2:31][OH:32])[CH:24]=[C:23]([CH2:22][N:19]2[CH2:18][CH2:17][C:16]3([O:11][CH2:12][CH2:13][N:14]([S:7]([C:5]4[S:6][C:2]([CH3:1])=[CH:3][CH:4]=4)(=[O:9])=[O:8])[CH2:15]3)[CH2:21][CH2:20]2)[CH:28]=1, predict the reactants needed to synthesize it. The reactants are: [CH3:1][C:2]1[S:6][C:5]([S:7](Cl)(=[O:9])=[O:8])=[CH:4][CH:3]=1.[O:11]1[C:16]2([CH2:21][CH2:20][N:19]([CH2:22][C:23]3[CH:24]=[C:25]([CH2:30][CH2:31][OH:32])[CH:26]=[C:27]([F:29])[CH:28]=3)[CH2:18][CH2:17]2)[CH2:15][NH:14][CH2:13][CH2:12]1.C(N(C(C)C)C(C)C)C. (4) Given the product [NH2:13][CH:12]1[C:6]2[C:7](=[N:8][C:3]([O:2][CH3:1])=[CH:4][CH:5]=2)[O:9][CH:10]([C:16]2[CH:17]=[C:18]([CH:23]=[CH:24][CH:25]=2)[C:19]([O:21][CH3:22])=[O:20])[CH2:11]1, predict the reactants needed to synthesize it. The reactants are: [CH3:1][O:2][C:3]1[N:8]=[C:7]2[O:9][CH:10]([C:16]3[CH:17]=[C:18]([CH:23]=[CH:24][CH:25]=3)[C:19]([O:21][CH3:22])=[O:20])[CH2:11][C:12](=[N:13]OC)[C:6]2=[CH:5][CH:4]=1.CON=C1C2C(=NC=CC=2)OC(C2C=C(C=CC=2)C(OC)=O)C1. (5) Given the product [F:1][C:2]1[CH:3]=[CH:4][C:5]([N:8]2[C:16]3[C:11](=[CH:12][C:13]([CH:17]([C:22]4[CH:23]=[CH:24][CH:25]=[CH:26][CH:27]=4)[CH2:18][C:19]([NH:34][C:31]4[N:32]=[CH:33][N:29]([CH3:28])[N:30]=4)=[O:21])=[CH:14][CH:15]=3)[CH:10]=[N:9]2)=[CH:6][CH:7]=1, predict the reactants needed to synthesize it. The reactants are: [F:1][C:2]1[CH:7]=[CH:6][C:5]([N:8]2[C:16]3[C:11](=[CH:12][C:13]([CH:17]([C:22]4[CH:27]=[CH:26][CH:25]=[CH:24][CH:23]=4)[CH2:18][C:19]([OH:21])=O)=[CH:14][CH:15]=3)[CH:10]=[N:9]2)=[CH:4][CH:3]=1.[CH3:28][N:29]1[CH:33]=[N:32][C:31]([NH2:34])=[N:30]1. (6) Given the product [Cl:18][C:16]1[CH:17]=[C:12]([C:6]2[C:5]3[N:19]([CH2:20][C@H:21]4[CH2:26][CH2:25][C@H:24]([CH3:27])[CH2:23][CH2:22]4)[C:2]([N:32]4[CH2:33][CH2:34][CH2:35][C@H:31]4[CH2:30][F:29])=[N:3][C:4]=3[CH:9]=[C:8]([C:10]#[N:11])[N:7]=2)[CH:13]=[N:14][CH:15]=1, predict the reactants needed to synthesize it. The reactants are: Br[C:2]1[N:19]([CH2:20][C@H:21]2[CH2:26][CH2:25][C@H:24]([CH3:27])[CH2:23][CH2:22]2)[C:5]2[C:6]([C:12]3[CH:13]=[N:14][CH:15]=[C:16]([Cl:18])[CH:17]=3)=[N:7][C:8]([C:10]#[N:11])=[CH:9][C:4]=2[N:3]=1.Cl.[F:29][CH2:30][C@@H:31]1[CH2:35][CH2:34][CH2:33][NH:32]1.[F-].[K+].C(N(CC)C(C)C)(C)C. (7) Given the product [CH2:18]1[O:27][C:26]2[CH:25]=[CH:24][C:22]([NH:23][C:2]3[CH:7]=[C:6]([C:8]([F:11])([F:10])[F:9])[N:5]=[C:4]([C:12]4[CH:17]=[CH:16][CH:15]=[CH:14][CH:13]=4)[N:3]=3)=[CH:21][C:20]=2[O:19]1, predict the reactants needed to synthesize it. The reactants are: Cl[C:2]1[CH:7]=[C:6]([C:8]([F:11])([F:10])[F:9])[N:5]=[C:4]([C:12]2[CH:17]=[CH:16][CH:15]=[CH:14][CH:13]=2)[N:3]=1.[CH2:18]1[O:27][C:26]2[CH:25]=[CH:24][C:22]([NH2:23])=[CH:21][C:20]=2[O:19]1.